Dataset: Reaction yield outcomes from USPTO patents with 853,638 reactions. Task: Predict the reaction yield, written as a fraction of the theoretical maximum amount of product (1.0 means a 100% yield; for example, 0.34 means a 34% yield). The reactants are [N:1]([CH2:4][C:5]([N:7]1[C:13]2[CH:14]=[CH:15][CH:16]=[CH:17][C:12]=2[CH2:11][CH2:10][C:9]2[CH:18]=[CH:19][C:20]([Cl:22])=[CH:21][C:8]1=2)=O)=[N+]=[N-].B.C1COCC1.Cl.[OH-].[Na+]. The catalyst is C1COCC1. The product is [ClH:22].[Cl:22][C:20]1[CH:19]=[CH:18][C:9]2[CH2:10][CH2:11][C:12]3[CH:17]=[CH:16][CH:15]=[CH:14][C:13]=3[N:7]([CH2:5][CH2:4][NH2:1])[C:8]=2[CH:21]=1. The yield is 0.570.